From a dataset of Full USPTO retrosynthesis dataset with 1.9M reactions from patents (1976-2016). Predict the reactants needed to synthesize the given product. (1) Given the product [C:27]1([C:2]2[CH:3]=[C:4]([C:8]3[CH:13]=[C:12]([C:14]4[CH:19]=[CH:18][CH:17]=[C:16]([C:57]5[C:56]6[C:55](=[CH:69][CH:68]=[CH:73][CH:61]=6)[CH:60]=[CH:59][CH:58]=5)[CH:15]=4)[N:11]=[C:10]([C:21]4[CH:26]=[CH:25][CH:24]=[CH:23][CH:22]=4)[N:9]=3)[CH:5]=[CH:6][CH:7]=2)[C:36]2[C:31](=[CH:32][CH:33]=[CH:34][CH:35]=2)[CH:30]=[CH:29][CH:28]=1, predict the reactants needed to synthesize it. The reactants are: Br[C:2]1[CH:3]=[C:4]([C:8]2[CH:13]=[C:12]([C:14]3[CH:19]=[CH:18][CH:17]=[C:16](Br)[CH:15]=3)[N:11]=[C:10]([C:21]3[CH:26]=[CH:25][CH:24]=[CH:23][CH:22]=3)[N:9]=2)[CH:5]=[CH:6][CH:7]=1.[C:27]1(B(O)O)[C:36]2[C:31](=[CH:32][CH:33]=[CH:34][CH:35]=2)[CH:30]=[CH:29][CH:28]=1.CC1C=CC=CC=1P([C:55]1[CH:60]=[CH:59][CH:58]=[CH:57][C:56]=1[CH3:61])C1C=CC=CC=1C.C(=O)([O-])[O-].[K+].[K+].[C:68]1(C)[CH:73]=CC=C[CH:69]=1. (2) Given the product [C:34]([N:28]1[CH2:33][CH2:32][N:31]([C:2]2[CH:9]=[C:8]([CH:10]([CH3:12])[CH3:11])[CH:7]=[CH:6][C:3]=2[CH2:4][N:19]2[CH2:20][CH:16]3[CH2:15][N:14]([C:21]([O:23][N:41]4[C:42](=[O:43])[CH2:37][CH2:38][C:39]4=[O:40])=[O:22])[CH2:13][CH:17]3[CH2:18]2)[CH2:30][CH2:29]1)(=[O:36])[CH3:35], predict the reactants needed to synthesize it. The reactants are: Br[C:2]1[CH:9]=[C:8]([CH:10]([CH3:12])[CH3:11])[CH:7]=[CH:6][C:3]=1[CH:4]=O.[CH2:13]1[CH:17]2[CH2:18][NH:19][CH2:20][CH:16]2[CH2:15][N:14]1[C:21]([O:23]C(C)(C)C)=[O:22].[N:28]1([C:34](=[O:36])[CH3:35])[CH2:33][CH2:32][NH:31][CH2:30][CH2:29]1.[CH2:37]1[C:42](=[O:43])[N:41](OC(O[N:41]2[C:42](=[O:43])[CH2:37][CH2:38][C:39]2=[O:40])=O)[C:39](=[O:40])[CH2:38]1. (3) Given the product [NH:24]1[C:32]2[C:27](=[CH:28][CH:29]=[CH:30][CH:31]=2)[C:26]([CH2:33][NH:34][C:2]2[C:3]3[C:4](=[N:8][N:9]([CH2:11][C:12]4[CH:17]=[CH:16][C:15]([CH2:18][N:19]5[CH:23]=[CH:22][CH:21]=[N:20]5)=[CH:14][CH:13]=4)[CH:10]=3)[N:5]=[CH:6][N:7]=2)=[N:25]1, predict the reactants needed to synthesize it. The reactants are: Cl[C:2]1[C:3]2[C:4](=[N:8][N:9]([CH2:11][C:12]3[CH:17]=[CH:16][C:15]([CH2:18][N:19]4[CH:23]=[CH:22][CH:21]=[N:20]4)=[CH:14][CH:13]=3)[CH:10]=2)[N:5]=[CH:6][N:7]=1.[NH:24]1[C:32]2[C:27](=[CH:28][CH:29]=[CH:30][CH:31]=2)[C:26]([CH2:33][NH2:34])=[N:25]1.CCN(C(C)C)C(C)C. (4) Given the product [CH3:10][O:9][C:7]([C:5]1[O:4][N:3]=[C:2]([O:1][CH2:18][C:19]([O:21][CH2:22][CH3:23])=[O:20])[CH:6]=1)=[O:8], predict the reactants needed to synthesize it. The reactants are: [OH:1][C:2]1[CH:6]=[C:5]([C:7]([O:9][CH3:10])=[O:8])[O:4][N:3]=1.C(=O)([O-])[O-].[K+].[K+].Br[CH2:18][C:19]([O:21][CH2:22][CH3:23])=[O:20]. (5) Given the product [OH:2][CH2:3][C:4]1[CH:9]=[CH:8][C:7]([CH2:10][CH2:11][CH:12]([OH:14])[CH3:13])=[CH:6][CH:5]=1, predict the reactants needed to synthesize it. The reactants are: C[O:2][C:3](=O)[C:4]1[CH:9]=[CH:8][C:7]([CH2:10][CH2:11][C:12](=[O:14])[CH3:13])=[CH:6][CH:5]=1.[H-].[Al+3].[Li+].[H-].[H-].[H-]. (6) Given the product [F:1][C:2]1[CH:3]=[CH:4][C:5]([C:6]2([CH2:8][CH2:9][CH2:10][C:11]([OH:13])=[O:12])[O:18][CH2:17][CH2:16][O:7]2)=[CH:14][CH:15]=1, predict the reactants needed to synthesize it. The reactants are: [F:1][C:2]1[CH:15]=[CH:14][C:5]([C:6]([CH2:8][CH2:9][CH2:10][C:11]([OH:13])=[O:12])=[O:7])=[CH:4][CH:3]=1.[CH2:16](O)[CH2:17][OH:18].S(=O)(=O)(O)O.C([O-])(O)=O.[Na+]. (7) Given the product [CH3:11][O:12][C:13]1[CH:20]=[CH:19][C:16]([CH2:17][O:7][C:4]([CH3:6])([CH3:5])[C:3]([O:2][CH3:1])=[O:8])=[CH:15][CH:14]=1, predict the reactants needed to synthesize it. The reactants are: [CH3:1][O:2][C:3](=[O:8])[C:4]([OH:7])([CH3:6])[CH3:5].[H-].[Na+].[CH3:11][O:12][C:13]1[CH:20]=[CH:19][C:16]([CH2:17]Cl)=[CH:15][CH:14]=1. (8) Given the product [NH3:7].[NH2:33][CH2:28][C@H:26]([OH:27])[CH2:25][O:24][C:20]1[C:21]([CH3:23])=[CH:22][C:17]([C:14]2[N:13]=[C:12]([C:10]3[CH:9]=[C:8]([O:31][CH3:32])[N:7]=[C:6]([CH:1]4[CH2:5][CH2:4][CH2:3][CH2:2]4)[CH:11]=3)[O:16][N:15]=2)=[CH:18][C:19]=1[CH2:29][CH3:30], predict the reactants needed to synthesize it. The reactants are: [CH:1]1([C:6]2[CH:11]=[C:10]([C:12]3[O:16][N:15]=[C:14]([C:17]4[CH:22]=[C:21]([CH3:23])[C:20]([O:24][CH2:25][C@@H:26]5[CH2:28][O:27]5)=[C:19]([CH2:29][CH3:30])[CH:18]=4)[N:13]=3)[CH:9]=[C:8]([O:31][CH3:32])[N:7]=2)[CH2:5][CH2:4][CH2:3][CH2:2]1.[NH3:33].